This data is from Full USPTO retrosynthesis dataset with 1.9M reactions from patents (1976-2016). The task is: Predict the reactants needed to synthesize the given product. (1) Given the product [C:5]1([CH:2]2[CH2:3][O:4][C:12]([NH:11][C:14]3[CH:15]=[CH:16][C:17]([C:20]4[N:24]=[CH:23][N:22]([C:25]5[CH:30]=[CH:29][C:28]([O:31][C:32]([F:35])([F:33])[F:34])=[CH:27][CH:26]=5)[N:21]=4)=[CH:18][CH:19]=3)=[N:1]2)[CH:10]=[CH:9][CH:8]=[CH:7][CH:6]=1, predict the reactants needed to synthesize it. The reactants are: [NH2:1][CH:2]([C:5]1[CH:10]=[CH:9][CH:8]=[CH:7][CH:6]=1)[CH2:3][OH:4].[N:11]([C:14]1[CH:19]=[CH:18][C:17]([C:20]2[N:24]=[CH:23][N:22]([C:25]3[CH:30]=[CH:29][C:28]([O:31][C:32]([F:35])([F:34])[F:33])=[CH:27][CH:26]=3)[N:21]=2)=[CH:16][CH:15]=1)=[C:12]=S. (2) Given the product [CH2:32]([O:31][C:29]([CH2:28][C:24]1[CH:23]=[C:22]([NH:21]/[C:4](=[C:11]2\[C:12](=[O:20])[NH:13][C:14]3[C:19]\2=[CH:18][CH:17]=[CH:16][CH:15]=3)/[C:5]2[CH:6]=[CH:7][CH:8]=[CH:9][CH:10]=2)[CH:27]=[CH:26][CH:25]=1)=[O:30])[CH3:33], predict the reactants needed to synthesize it. The reactants are: C(O[C:4](=[C:11]1[C:19]2[C:14](=[CH:15][CH:16]=[CH:17][CH:18]=2)[NH:13][C:12]1=[O:20])[C:5]1[CH:10]=[CH:9][CH:8]=[CH:7][CH:6]=1)C.[NH2:21][C:22]1[CH:23]=[C:24]([CH2:28][C:29]([O:31][CH2:32][CH3:33])=[O:30])[CH:25]=[CH:26][CH:27]=1. (3) Given the product [C@H:18]12[CH2:20][C@H:15]([N:14]([C:4]3[N:5]=[C:6]([CH:8]4[CH:10]([CH3:11])[C:9]4([F:13])[F:12])[N:7]=[C:2]([C:28]4[CH:29]=[C:24]([O:23][CH:22]([F:40])[F:21])[C:25]([NH2:39])=[N:26][CH:27]=4)[CH:3]=3)[CH2:19]1)[CH2:16][O:17]2, predict the reactants needed to synthesize it. The reactants are: Cl[C:2]1[N:7]=[C:6]([CH:8]2[CH:10]([CH3:11])[C:9]2([F:13])[F:12])[N:5]=[C:4]([N:14]2[CH2:19][C@@H:18]3[CH2:20][C@H:15]2[CH2:16][O:17]3)[CH:3]=1.[F:21][CH:22]([F:40])[O:23][C:24]1[C:25]([NH2:39])=[N:26][CH:27]=[C:28](B2OC(C)(C)C(C)(C)O2)[CH:29]=1.C(=O)([O-])[O-].[Cs+].[Cs+].